From a dataset of Catalyst prediction with 721,799 reactions and 888 catalyst types from USPTO. Predict which catalyst facilitates the given reaction. (1) Reactant: CC(O)(C)[C:3]#[C:4][C:5]1[CH:6]=[C:7]([N:11]2[CH2:17][CH2:16][CH2:15][N:14]([C:18]([O:20][C:21]([CH3:24])([CH3:23])[CH3:22])=[O:19])[CH2:13][CH2:12]2)[CH:8]=[N:9][CH:10]=1.[H-].[Na+]. Product: [C:4]([C:5]1[CH:6]=[C:7]([N:11]2[CH2:17][CH2:16][CH2:15][N:14]([C:18]([O:20][C:21]([CH3:24])([CH3:23])[CH3:22])=[O:19])[CH2:13][CH2:12]2)[CH:8]=[N:9][CH:10]=1)#[CH:3]. The catalyst class is: 11. (2) Product: [C:25]([O:29][C:30]([NH:32][CH2:33][C:34]([NH:6][C:7]1[CH:8]=[N:9][N:10]2[CH2:15][CH2:14][CH2:13][NH:12][C:11]=12)=[O:35])=[O:31])([CH3:28])([CH3:27])[CH3:26]. The catalyst class is: 2. Reactant: S(=O)(=O)(O)O.[NH2:6][C:7]1[CH:8]=[N:9][N:10]2[CH2:15][CH2:14][CH2:13][NH:12][C:11]=12.C(N(C(C)C)C(C)C)C.[C:25]([O:29][C:30]([NH:32][CH2:33][C:34](ON1C(=O)CCC1=O)=[O:35])=[O:31])([CH3:28])([CH3:27])[CH3:26]. (3) Reactant: Br.[CH2:2]([O:4][C:5]([C:7]1[N:8]=[C:9]([NH2:12])[S:10][CH:11]=1)=[O:6])[CH3:3].C(N1CCOCC1)C.[CH2:21]([N:28]=[C:29]=[O:30])[C:22]1[CH:27]=[CH:26][CH:25]=[CH:24][CH:23]=1. Product: [CH2:2]([O:4][C:5]([C:7]1[N:8]=[C:9]([NH:12][C:29]([NH:28][CH2:21][C:22]2[CH:27]=[CH:26][CH:25]=[CH:24][CH:23]=2)=[O:30])[S:10][CH:11]=1)=[O:6])[CH3:3]. The catalyst class is: 3. (4) Reactant: [Cl:1][C:2]1[CH:3]=[C:4]2[C:8](=[CH:9][CH:10]=1)[NH:7][CH:6]=[C:5]2[CH2:11][CH2:12][NH:13][C:14](=[O:23])[C:15]1[CH:20]=[CH:19][CH:18]=[C:17]([CH2:21]Cl)[CH:16]=1.[CH:24]1([NH2:30])[CH2:29][CH2:28][CH2:27][CH2:26][CH2:25]1.[I-].[Na+]. Product: [Cl:1][C:2]1[CH:3]=[C:4]2[C:8](=[CH:9][CH:10]=1)[NH:7][CH:6]=[C:5]2[CH2:11][CH2:12][NH:13][C:14](=[O:23])[C:15]1[CH:20]=[CH:19][CH:18]=[C:17]([CH2:21][NH:30][CH:24]2[CH2:29][CH2:28][CH2:27][CH2:26][CH2:25]2)[CH:16]=1. The catalyst class is: 1. (5) Reactant: [F:1][C:2]1[CH:3]=[CH:4][C:5]([O:8][CH2:9][CH2:10][C@@H:11]2[CH2:16][CH2:15][C@H:14]([CH3:17])[CH2:13][N:12]2C(OC(C)(C)C)=O)=[N:6][CH:7]=1.C(O)(C(F)(F)F)=O. Product: [F:1][C:2]1[CH:3]=[CH:4][C:5]([O:8][CH2:9][CH2:10][C@@H:11]2[CH2:16][CH2:15][C@H:14]([CH3:17])[CH2:13][NH:12]2)=[N:6][CH:7]=1. The catalyst class is: 2.